This data is from Peptide-MHC class I binding affinity with 185,985 pairs from IEDB/IMGT. The task is: Regression. Given a peptide amino acid sequence and an MHC pseudo amino acid sequence, predict their binding affinity value. This is MHC class I binding data. The peptide sequence is LPYPQPQL. The MHC is HLA-B35:01 with pseudo-sequence HLA-B35:01. The binding affinity (normalized) is 0.143.